From a dataset of Forward reaction prediction with 1.9M reactions from USPTO patents (1976-2016). Predict the product of the given reaction. (1) Given the reactants C([Li])[CH2:2][CH2:3][CH3:4].[C:6]([N:14](C(C)C)C(C)C)(=[O:13])[C:7]1[CH:12]=[CH:11][N:10]=[CH:9][CH:8]=1.[CH:21](NC(C)C)([CH3:23])[CH3:22].C(NC(C)C)(C)C.[Li].[Li+].CC([N-]C(C)C)C.C(OCC)(=O)C1C=CN=CC=1.BrC(F)(F)C(F)(F)Br, predict the reaction product. The product is: [CH:3]([C:11]1[C:12]([CH:21]([CH3:23])[CH3:22])=[C:7]([CH:8]=[CH:9][N:10]=1)[C:6]([NH2:14])=[O:13])([CH3:4])[CH3:2]. (2) Given the reactants [Cl:1][C:2]1[C:7]([Cl:8])=[CH:6][CH:5]=[CH:4][C:3]=1[N:9]1[CH2:14][CH2:13][N:12]([CH2:15][CH2:16][CH2:17][CH:18]=[CH:19][C:20]2[CH:29]=[C:28]3[C:23]([CH2:24][CH2:25][C:26](=[O:30])[NH:27]3)=[CH:22][N:21]=2)[CH2:11][CH2:10]1.CCOC(C)=O, predict the reaction product. The product is: [Cl:1][C:2]1[C:7]([Cl:8])=[CH:6][CH:5]=[CH:4][C:3]=1[N:9]1[CH2:14][CH2:13][N:12]([CH2:15][CH2:16][CH2:17][CH2:18][CH2:19][C:20]2[CH:29]=[C:28]3[C:23]([CH2:24][CH2:25][C:26](=[O:30])[NH:27]3)=[CH:22][N:21]=2)[CH2:11][CH2:10]1. (3) Given the reactants [Br:1][C:2]1[CH:7]=[CH:6][C:5]([O:8][CH3:9])=[CH:4][C:3]=1[N+:10]([O-])=O, predict the reaction product. The product is: [Br:1][C:2]1[CH:7]=[CH:6][C:5]([O:8][CH3:9])=[CH:4][C:3]=1[NH2:10]. (4) Given the reactants C[O:2][C:3](=[O:35])[C@@H:4]([NH:14][C:15]([C:17]1[S:18][C:19]([C:23](=[O:34])[NH:24][CH2:25][C:26]2[CH:31]=[CH:30][C:29]([F:32])=[C:28]([OH:33])[CH:27]=2)=[CH:20][C:21]=1[CH3:22])=[O:16])[CH2:5][NH:6][C:7]([C:9]1[S:10][CH:11]=[CH:12][CH:13]=1)=[O:8].O.[OH-].[Li+].Cl, predict the reaction product. The product is: [F:32][C:29]1[CH:30]=[CH:31][C:26]([CH2:25][NH:24][C:23]([C:19]2[S:18][C:17]([C:15]([NH:14][C@@H:4]([CH2:5][NH:6][C:7]([C:9]3[S:10][CH:11]=[CH:12][CH:13]=3)=[O:8])[C:3]([OH:35])=[O:2])=[O:16])=[C:21]([CH3:22])[CH:20]=2)=[O:34])=[CH:27][C:28]=1[OH:33]. (5) The product is: [F:1][C:2]1[N:7]=[C:6]([NH:8][C:9]2[S:10][C:11]3[CH2:20][O:19][CH:18]([CH3:21])[C:17]4[C:13](=[CH:14][NH:15][N:16]=4)[C:12]=3[N:31]=2)[CH:5]=[CH:4][CH:3]=1. Given the reactants [F:1][C:2]1[N:7]=[C:6]([NH:8][C:9]2[S:10][C:11]3[CH2:20][O:19][CH:18]([CH3:21])[C:17]4[C:13](=[CH:14][N:15](CC5C=CC(OC)=CC=5)[N:16]=4)[C:12]=3[N:31]=2)[CH:5]=[CH:4][CH:3]=1, predict the reaction product. (6) The product is: [Cl:1][C:2]1[N:7]=[CH:6][C:5]2[CH2:8][N:9]([C:10]3[C:11]([F:22])=[C:12]([CH:17]=[C:18]([O:20][CH3:21])[CH:19]=3)[C:13]([NH:15][CH3:16])=[O:14])[C:34](=[O:36])[N:23]([CH2:24][CH3:25])[C:4]=2[CH:3]=1. Given the reactants [Cl:1][C:2]1[N:7]=[CH:6][C:5]([CH2:8][NH:9][C:10]2[C:11]([F:22])=[C:12]([CH:17]=[C:18]([O:20][CH3:21])[CH:19]=2)[C:13]([NH:15][CH3:16])=[O:14])=[C:4]([NH:23][CH2:24][CH3:25])[CH:3]=1.CCN(CC)CC.Cl[C:34](Cl)([O:36]C(=O)OC(Cl)(Cl)Cl)Cl.[OH-].[Na+].O, predict the reaction product.